Task: Predict the product of the given reaction.. Dataset: Forward reaction prediction with 1.9M reactions from USPTO patents (1976-2016) (1) Given the reactants Cl[C:2]1[C:7]([C:8]([O:10][CH2:11][CH3:12])=[O:9])=[CH:6][N:5]=[C:4]2[N:13]([CH2:16][CH3:17])[N:14]=[CH:15][C:3]=12.[F:18][C:19]1[CH:25]=[CH:24][C:22]([NH2:23])=[CH:21][CH:20]=1.C(N(CC)CC)C, predict the reaction product. The product is: [F:18][C:19]1[CH:25]=[CH:24][C:22]([NH:23][C:2]2[C:7]([C:8]([O:10][CH2:11][CH3:12])=[O:9])=[CH:6][N:5]=[C:4]3[N:13]([CH2:16][CH3:17])[N:14]=[CH:15][C:3]=23)=[CH:21][CH:20]=1. (2) Given the reactants [Br:1][C:2]1[CH:3]=[C:4]([C:8]([C:16]2[C:17]([C:23]#[N:24])=[N:18][CH:19]=[C:20]([CH3:22])[CH:21]=2)=[N:9]S(C(C)(C)C)=O)[CH:5]=[CH:6][CH:7]=1.Br[C:26]1[CH:31]=[CH:30][C:29]([O:32][CH3:33])=[CH:28][CH:27]=1, predict the reaction product. The product is: [Br:1][C:2]1[CH:3]=[C:4]([C:8]2([C:26]3[CH:31]=[CH:30][C:29]([O:32][CH3:33])=[CH:28][CH:27]=3)[C:16]3[C:17](=[N:18][CH:19]=[C:20]([CH3:22])[CH:21]=3)[C:23]([NH2:24])=[N:9]2)[CH:5]=[CH:6][CH:7]=1. (3) Given the reactants [CH2:1]([O:8][C:9]1[CH:16]=[CH:15][C:12]([CH:13]=O)=[CH:11][CH:10]=1)[C:2]1[CH:7]=[CH:6][CH:5]=[CH:4][CH:3]=1.C(O)C.[NH2:20][OH:21].Cl.C([O-])(=O)C.[Na+], predict the reaction product. The product is: [CH2:1]([O:8][C:9]1[CH:16]=[CH:15][C:12]([CH:13]=[N:20][OH:21])=[CH:11][CH:10]=1)[C:2]1[CH:7]=[CH:6][CH:5]=[CH:4][CH:3]=1. (4) Given the reactants Br[C:2]1[N:31]=[CH:30][C:5]2=[N:6][C:7]([N:14]3[CH2:19][CH2:18][CH:17]([C@@H:20]([C:22]4[CH:27]=[CH:26][C:25]([F:28])=[CH:24][C:23]=4[F:29])[F:21])[CH2:16][CH2:15]3)=[C:8]([NH:10][CH:11]3[CH2:13][CH2:12]3)[N:9]=[C:4]2[CH:3]=1.[C:32]([Zn]C#N)#[N:33], predict the reaction product. The product is: [CH:11]1([NH:10][C:8]2[N:9]=[C:4]3[CH:3]=[C:2]([C:32]#[N:33])[N:31]=[CH:30][C:5]3=[N:6][C:7]=2[N:14]2[CH2:19][CH2:18][CH:17]([C@@H:20]([C:22]3[CH:27]=[CH:26][C:25]([F:28])=[CH:24][C:23]=3[F:29])[F:21])[CH2:16][CH2:15]2)[CH2:13][CH2:12]1. (5) Given the reactants [CH:1]1([CH:7]([NH:23][C:24]2[CH:33]=[CH:32][C:27]([C:28]([O:30]C)=[O:29])=[CH:26][CH:25]=2)[C:8]2[CH:12]=[C:11]([C:13]([CH:15]3[CH2:20][CH2:19][CH2:18][CH2:17][CH2:16]3)=[O:14])[S:10][C:9]=2[CH2:21][CH3:22])[CH2:6][CH2:5][CH2:4][CH2:3][CH2:2]1.O1CCCC1.[OH-].[Na+], predict the reaction product. The product is: [CH:1]1([CH:7]([NH:23][C:24]2[CH:33]=[CH:32][C:27]([C:28]([OH:30])=[O:29])=[CH:26][CH:25]=2)[C:8]2[CH:12]=[C:11]([C:13]([CH:15]3[CH2:16][CH2:17][CH2:18][CH2:19][CH2:20]3)=[O:14])[S:10][C:9]=2[CH2:21][CH3:22])[CH2:6][CH2:5][CH2:4][CH2:3][CH2:2]1.